From a dataset of Catalyst prediction with 721,799 reactions and 888 catalyst types from USPTO. Predict which catalyst facilitates the given reaction. (1) Reactant: [Br:1][C:2]1[CH:7]=[CH:6][CH:5]=[CH:4][C:3]=1[CH2:8][CH2:9][NH2:10].CCN(CC)CC.[C:18](O[C:18]([C:20]([F:23])([F:22])[F:21])=[O:19])([C:20]([F:23])([F:22])[F:21])=[O:19]. Product: [Br:1][C:2]1[CH:7]=[CH:6][CH:5]=[CH:4][C:3]=1[CH2:8][CH2:9][NH:10][C:18](=[O:19])[C:20]([F:23])([F:22])[F:21]. The catalyst class is: 1. (2) Product: [Br:1][C:2]1[C:7](=[O:8])[NH:6][C:5]([C:9]([NH2:15])=[O:10])=[C:4]([F:14])[CH:3]=1. Reactant: [Br:1][C:2]1[C:7](=[O:8])[NH:6][C:5]([C:9](OCC)=[O:10])=[C:4]([F:14])[CH:3]=1.[NH3:15]. The catalyst class is: 8. (3) Reactant: CCO.C(Cl)(=O)C.[CH2:8]([O:15][C:16]1[CH:21]=[CH:20][C:19]([CH2:22][CH2:23][CH:24]([OH:27])[C:25]#[N:26])=[CH:18][CH:17]=1)[C:9]1[CH:14]=[CH:13][CH:12]=[CH:11][CH:10]=1.N[C:29]1[C:34]([OH:35])=[CH:33][CH:32]=[CH:31][N:30]=1. Product: [CH2:8]([O:15][C:16]1[CH:17]=[CH:18][C:19]([CH2:22][CH2:23][CH:24]([C:25]2[O:35][C:34]3[C:29]([N:26]=2)=[N:30][CH:31]=[CH:32][CH:33]=3)[OH:27])=[CH:20][CH:21]=1)[C:9]1[CH:10]=[CH:11][CH:12]=[CH:13][CH:14]=1. The catalyst class is: 22. (4) Reactant: [O:1]1[CH:5]=[CH:4][CH:3]=[CH:2]1.C([Li])(C)(C)C.CCCCCC.[S:17](=[O:19])=[O:18].[Cl:20]N1C(=O)CCC1=O. Product: [O:1]1[CH:5]=[CH:4][CH:3]=[C:2]1[S:17]([Cl:20])(=[O:19])=[O:18]. The catalyst class is: 280. (5) Reactant: C[O:2][C:3](=[O:37])[C@H:4]([O:12][C:13]1[C:18]([CH3:19])=[CH:17][C:16]([C:20]2[C:32]3[C:31]([CH3:33])=[C:30]([CH3:34])[S:29][C:28]=3[C:27]([Br:35])=[C:26]3[C:21]=2[CH:22]=[CH:23][CH:24]=[CH:25]3)=[CH:15][C:14]=1[CH3:36])[CH2:5][C:6]1[CH:11]=[CH:10][CH:9]=[CH:8][CH:7]=1.[OH-].[K+].Cl. Product: [Br:35][C:27]1[C:28]2[S:29][C:30]([CH3:34])=[C:31]([CH3:33])[C:32]=2[C:20]([C:16]2[CH:15]=[C:14]([CH3:36])[C:13]([O:12][C@H:4]([CH2:5][C:6]3[CH:7]=[CH:8][CH:9]=[CH:10][CH:11]=3)[C:3]([OH:37])=[O:2])=[C:18]([CH3:19])[CH:17]=2)=[C:21]2[C:26]=1[CH:25]=[CH:24][CH:23]=[CH:22]2. The catalyst class is: 193. (6) Reactant: [CH:1]1([C:4]2[CH:5]=[C:6]([CH:10]3OCC[O:11]3)[CH:7]=[CH:8][CH:9]=2)[CH2:3][CH2:2]1.Cl. Product: [CH:1]1([C:4]2[CH:5]=[C:6]([CH:7]=[CH:8][CH:9]=2)[CH:10]=[O:11])[CH2:2][CH2:3]1. The catalyst class is: 1.